This data is from Forward reaction prediction with 1.9M reactions from USPTO patents (1976-2016). The task is: Predict the product of the given reaction. (1) Given the reactants [O:1]([C:8]1[CH:28]=[CH:27][C:11]([O:12][CH2:13][CH2:14][CH2:15][O:16][C:17]2[CH:18]=[C:19]([S:23]([NH2:26])(=[O:25])=[O:24])[CH:20]=[CH:21][CH:22]=2)=[C:10]([CH2:29][CH2:30][CH3:31])[CH:9]=1)[C:2]1[CH:7]=[CH:6][CH:5]=[CH:4][CH:3]=1.C(=O)([O-])[O-].[K+].[K+].[CH:38]1([N:44]=[C:45]=[O:46])[CH2:43][CH2:42][CH2:41][CH2:40][CH2:39]1, predict the reaction product. The product is: [CH:38]1([NH:44][C:45]([NH:26][S:23]([C:19]2[CH:20]=[CH:21][CH:22]=[C:17]([O:16][CH2:15][CH2:14][CH2:13][O:12][C:11]3[CH:27]=[CH:28][C:8]([O:1][C:2]4[CH:7]=[CH:6][CH:5]=[CH:4][CH:3]=4)=[CH:9][C:10]=3[CH2:29][CH2:30][CH3:31])[CH:18]=2)(=[O:24])=[O:25])=[O:46])[CH2:43][CH2:42][CH2:41][CH2:40][CH2:39]1. (2) The product is: [F:1][C:2]1[CH:7]=[CH:6][C:5]([C@H:8]2[O:9][CH2:10][CH2:11][NH:12][CH2:13]2)=[CH:4][C:3]=1[C:15]([F:18])([F:16])[F:17]. Given the reactants [F:1][C:2]1[CH:7]=[CH:6][C:5]([C@@H:8]2[CH2:13][NH:12][C:11](=O)[CH2:10][O:9]2)=[CH:4][C:3]=1[C:15]([F:18])([F:17])[F:16].[H-].[H-].[H-].[H-].[Li+].[Al+3], predict the reaction product. (3) Given the reactants C(OC([NH:8][C@@H:9]([C:45]([CH3:48])([CH3:47])[CH3:46])[C:10]([N:12]1[C@H:21]([C:22]([N:24]([CH2:34][C:35]2[CH:44]=[CH:43][C:38]([C:39]([O:41][CH3:42])=[O:40])=[CH:37][CH:36]=2)[C@@H:25]([C:27]2[CH:32]=[CH:31][CH:30]=[CH:29][C:28]=2[Cl:33])[CH3:26])=[O:23])[CH2:20][C:19]2[C:14](=[CH:15][CH:16]=[CH:17][CH:18]=2)[CH2:13]1)=[O:11])=O)(C)(C)C.C(O)(C(F)(F)F)=O, predict the reaction product. The product is: [NH2:8][C@@H:9]([C:45]([CH3:46])([CH3:48])[CH3:47])[C:10]([N:12]1[C@H:21]([C:22]([N:24]([CH2:34][C:35]2[CH:36]=[CH:37][C:38]([C:39]([O:41][CH3:42])=[O:40])=[CH:43][CH:44]=2)[C@@H:25]([C:27]2[CH:32]=[CH:31][CH:30]=[CH:29][C:28]=2[Cl:33])[CH3:26])=[O:23])[CH2:20][C:19]2[C:14](=[CH:15][CH:16]=[CH:17][CH:18]=2)[CH2:13]1)=[O:11]. (4) Given the reactants [F:1][C:2]([F:7])([F:6])[C:3]([OH:5])=[O:4].[CH:8]1([C:12]2[N:13]=[C:14]([C:17]3[CH:22]=[CH:21][CH:20]=[CH:19][C:18]=3[NH:23][C:24]([O:26][CH2:27][CH:28]3[CH2:33][CH2:32][N:31](C(OC(C)(C)C)=O)[CH2:30][CH2:29]3)=[O:25])[S:15][CH:16]=2)[CH2:11][CH2:10][CH2:9]1, predict the reaction product. The product is: [F:1][C:2]([F:7])([F:6])[C:3]([OH:5])=[O:4].[CH:8]1([C:12]2[N:13]=[C:14]([C:17]3[CH:22]=[CH:21][CH:20]=[CH:19][C:18]=3[NH:23][C:24](=[O:25])[O:26][CH2:27][CH:28]3[CH2:29][CH2:30][NH:31][CH2:32][CH2:33]3)[S:15][CH:16]=2)[CH2:9][CH2:10][CH2:11]1. (5) Given the reactants O=C[C@@H]([C@H]([C@@H]([C@@H](CO)O)O)O)O.CC1C(C)=CC2N(C[C@H](O)[C@H](O)[C@H](O)CO)C3C(=NC=2C=1)C(=O)NC(=O)N=3.[C:40]([NH:48][CH2:49][CH:50]([C:55](=[O:57])[CH3:56])[C:51]([O:53][CH3:54])=[O:52])(=[O:47])[C:41]1[CH:46]=[CH:45][CH:44]=[CH:43][CH:42]=1.[OH-].[Na+], predict the reaction product. The product is: [C:40]([NH:48][CH2:49][C@@H:50]([C@H:55]([OH:57])[CH3:56])[C:51]([O:53][CH3:54])=[O:52])(=[O:47])[C:41]1[CH:42]=[CH:43][CH:44]=[CH:45][CH:46]=1.